This data is from Full USPTO retrosynthesis dataset with 1.9M reactions from patents (1976-2016). The task is: Predict the reactants needed to synthesize the given product. (1) Given the product [P:5](=[O:6])([OH:9])([OH:8])[OH:7].[OH-:1].[Al+3:2].[OH-:6].[OH-:6], predict the reactants needed to synthesize it. The reactants are: [OH-:1].[Al+3:2].[OH-].[OH-].[P:5]([O-:9])([O-:8])([O-:7])=[O:6].[Na+].[Na+].[Na+]. (2) Given the product [C:8]([NH:12][C:13]([N:15]1[C:23]2[C:18](=[CH:19][C:20]([C:24]([F:26])([F:25])[F:27])=[CH:21][CH:22]=2)[C:17]([NH:28][CH2:29][C:30](=[O:36])[NH:31][CH:32]2[CH2:33][N:34]([CH:42]3[CH2:43][CH2:44][CH:39]([C:37]#[N:38])[CH2:40][CH2:41]3)[CH2:35]2)=[N:16]1)=[O:14])([CH3:11])([CH3:9])[CH3:10], predict the reactants needed to synthesize it. The reactants are: OC(C(F)(F)F)=O.[C:8]([NH:12][C:13]([N:15]1[C:23]2[C:18](=[CH:19][C:20]([C:24]([F:27])([F:26])[F:25])=[CH:21][CH:22]=2)[C:17]([NH:28][CH2:29][C:30](=[O:36])[NH:31][CH:32]2[CH2:35][NH:34][CH2:33]2)=[N:16]1)=[O:14])([CH3:11])([CH3:10])[CH3:9].[C:37]([CH:39]1[CH2:44][CH2:43][C:42](=O)[CH2:41][CH2:40]1)#[N:38]. (3) Given the product [Cl:8][C:6]1[CH:7]=[C:2]([NH:11][C:12]2[N:17]=[CH:16][C:15]([CH:18]3[CH2:23][CH2:22][N:21]([C:24]([O:26][C:27]([CH3:30])([CH3:29])[CH3:28])=[O:25])[CH2:20][CH2:19]3)=[CH:14][CH:13]=2)[C:3](=[O:10])[N:4]([CH3:9])[N:5]=1, predict the reactants needed to synthesize it. The reactants are: Br[C:2]1[C:3](=[O:10])[N:4]([CH3:9])[N:5]=[C:6]([Cl:8])[CH:7]=1.[NH2:11][C:12]1[N:17]=[CH:16][C:15]([CH:18]2[CH2:23][CH2:22][N:21]([C:24]([O:26][C:27]([CH3:30])([CH3:29])[CH3:28])=[O:25])[CH2:20][CH2:19]2)=[CH:14][CH:13]=1.C1(P(C2C=CC=CC=2)C2C3OC4C(=CC=CC=4P(C4C=CC=CC=4)C4C=CC=CC=4)C(C)(C)C=3C=CC=2)C=CC=CC=1.C(=O)([O-])[O-].[Cs+].[Cs+]. (4) Given the product [C:29]([C:28]1[C:22]2[O:21][C:20]([C:17]3[CH:16]=[CH:15][C:14]([CH2:13][CH2:12][N:11]([CH3:33])[C:9](=[O:10])[O:8][CH2:1][C:2]4[CH:3]=[CH:4][CH:5]=[CH:6][CH:7]=4)=[CH:19][CH:18]=3)=[N:24][C:23]=2[CH:25]=[CH:26][CH:27]=1)(=[O:31])[NH2:34], predict the reactants needed to synthesize it. The reactants are: [CH2:1]([O:8][C:9]([N:11]([CH3:33])[CH2:12][CH2:13][C:14]1[CH:19]=[CH:18][C:17]([C:20]2[O:21][C:22]3[C:28]([C:29]([O:31]C)=O)=[CH:27][CH:26]=[CH:25][C:23]=3[N:24]=2)=[CH:16][CH:15]=1)=[O:10])[C:2]1[CH:7]=[CH:6][CH:5]=[CH:4][CH:3]=1.[NH3:34]. (5) The reactants are: O=C1CCC(=O)N1O[C:9](=[O:19])[CH2:10][CH2:11][N:12]1[C:16](=[O:17])[CH:15]=[CH:14][C:13]1=[O:18].[NH2:20][CH2:21][CH2:22][CH2:23][CH2:24][CH2:25][CH2:26][CH2:27][C:28]([OH:30])=[O:29].CCN(C(C)C)C(C)C. Given the product [O:17]=[C:16]1[CH:15]=[CH:14][C:13](=[O:18])[N:12]1[CH2:11][CH2:10][C:9]([NH:20][CH2:21][CH2:22][CH2:23][CH2:24][CH2:25][CH2:26][CH2:27][C:28]([OH:30])=[O:29])=[O:19], predict the reactants needed to synthesize it.